This data is from Full USPTO retrosynthesis dataset with 1.9M reactions from patents (1976-2016). The task is: Predict the reactants needed to synthesize the given product. (1) Given the product [CH3:1][O:2][C:3]1[C:11]([N+:12]([O-:14])=[O:13])=[CH:10][CH:9]=[C:8]([O:15][CH3:16])[C:4]=1[C:5]([O:7][CH3:19])=[O:6], predict the reactants needed to synthesize it. The reactants are: [CH3:1][O:2][C:3]1[C:11]([N+:12]([O-:14])=[O:13])=[CH:10][CH:9]=[C:8]([O:15][CH3:16])[C:4]=1[C:5]([OH:7])=[O:6].CI.[C:19](=O)([O-])[O-].[K+].[K+]. (2) Given the product [F:16][C:17]1[CH:18]=[CH:19][C:20]2[NH:24][C:23]([C:25]3[CH:30]=[CH:29][C:28]([N:12]4[CH2:13][CH2:14][CH:9]([O:8][CH2:7][C:2]([CH3:15])([CH3:1])[C:3]([O:5][CH3:6])=[O:4])[CH2:10][CH2:11]4)=[N:27][CH:26]=3)=[N:22][C:21]=2[CH:32]=1, predict the reactants needed to synthesize it. The reactants are: [CH3:1][C:2]([CH3:15])([CH2:7][O:8][CH:9]1[CH2:14][CH2:13][NH:12][CH2:11][CH2:10]1)[C:3]([O:5][CH3:6])=[O:4].[F:16][C:17]1[CH:18]=[CH:19][C:20]2[N:24]=[C:23]([C:25]3[CH:26]=[N:27][C:28](F)=[CH:29][CH:30]=3)[NH:22][C:21]=2[CH:32]=1.C(=O)(O)[O-].[Na+].O. (3) Given the product [NH2:4][C:5]1[N:10]=[CH:9][N:8]=[C:7]([C:11]2[CH:12]=[CH:13][C:14]([C:15]([NH:17][CH2:18][C:19]3[CH:24]=[CH:23][CH:22]=[C:21]([O:25][CH3:26])[CH:20]=3)=[O:16])=[CH:27][CH:28]=2)[CH:6]=1, predict the reactants needed to synthesize it. The reactants are: C([NH:4][C:5]1[N:10]=[CH:9][N:8]=[C:7]([C:11]2[CH:28]=[CH:27][C:14]([C:15]([NH:17][CH2:18][C:19]3[CH:24]=[CH:23][CH:22]=[C:21]([O:25][CH3:26])[CH:20]=3)=[O:16])=[CH:13][CH:12]=2)[CH:6]=1)C=C.CN1C(=O)CC(=O)N(C)C1=O. (4) Given the product [N+:15]([C:11]1[CH:12]=[CH:13][CH:14]=[CH:9][C:10]=1[NH:6][CH2:5][C:4]([O:3][CH3:2])=[O:7])([O-:17])=[O:16], predict the reactants needed to synthesize it. The reactants are: Cl.[CH3:2][O:3][C:4](=[O:7])[CH2:5][NH2:6].F[C:9]1[CH:14]=[CH:13][CH:12]=[C:11]([N+:15]([O-:17])=[O:16])[CH:10]=1.C(N(CC)CC)C. (5) Given the product [Cl:30][CH2:21][C:18]1[CH:19]=[CH:20][C:15]([C:11]2[N:12]([CH3:14])[O:13][C:9]([C:4]3[CH:3]=[C:2]([Cl:1])[CH:7]=[C:6]([Cl:8])[CH:5]=3)([C:24]([F:27])([F:26])[F:25])[CH:10]=2)=[CH:16][C:17]=1[CH3:23], predict the reactants needed to synthesize it. The reactants are: [Cl:1][C:2]1[CH:3]=[C:4]([C:9]2([C:24]([F:27])([F:26])[F:25])[O:13][N:12]([CH3:14])[C:11]([C:15]3[CH:20]=[CH:19][C:18]([CH2:21]O)=[C:17]([CH3:23])[CH:16]=3)=[CH:10]2)[CH:5]=[C:6]([Cl:8])[CH:7]=1.S(Cl)([Cl:30])=O. (6) Given the product [ClH:42].[CH:23]1([NH:22][C:21]([C:20]2[N:19]=[C:18]([C:27]([F:28])([F:30])[F:29])[N:15]3[CH2:16][CH2:17][N:12]([C:10](=[O:11])[CH2:9][C@H:8]([NH2:7])[CH2:31][C:32]4[CH:37]=[C:36]([F:38])[C:35]([F:39])=[CH:34][C:33]=4[F:40])[CH2:13][C:14]=23)=[O:26])[CH2:25][CH2:24]1, predict the reactants needed to synthesize it. The reactants are: C(OC(=O)[NH:7][C@H:8]([CH2:31][C:32]1[CH:37]=[C:36]([F:38])[C:35]([F:39])=[CH:34][C:33]=1[F:40])[CH2:9][C:10]([N:12]1[CH2:17][CH2:16][N:15]2[C:18]([C:27]([F:30])([F:29])[F:28])=[N:19][C:20]([C:21](=[O:26])[NH:22][CH:23]3[CH2:25][CH2:24]3)=[C:14]2[CH2:13]1)=[O:11])(C)(C)C.[ClH:42]. (7) The reactants are: [Br:1][C:2]1[C:10]2[C:9]([NH:11][CH:12]3[CH2:15][CH2:14][CH2:13]3)=[N:8][C:7](Cl)=[N:6][C:5]=2[NH:4][CH:3]=1.[NH2:17][C:18]1[CH:26]=[C:25]2[C:21]([CH:22]=[N:23][NH:24]2)=[CH:20][CH:19]=1.C[Si](Cl)(C)C. Given the product [Br:1][C:2]1[C:10]2[C:9]([NH:11][CH:12]3[CH2:15][CH2:14][CH2:13]3)=[N:8][C:7]([NH:17][C:18]3[CH:26]=[C:25]4[C:21]([CH:22]=[N:23][NH:24]4)=[CH:20][CH:19]=3)=[N:6][C:5]=2[NH:4][CH:3]=1, predict the reactants needed to synthesize it. (8) Given the product [Cl:13][C:10]1[CH:9]=[CH:8][C:7]([CH:5]2[C:4](=[O:14])[C:3]([O:15][C:29]([NH:28][C:22]3[CH:27]=[CH:26][CH:25]=[CH:24][CH:23]=3)=[S:30])=[C:2]([NH2:1])[O:6]2)=[CH:12][CH:11]=1, predict the reactants needed to synthesize it. The reactants are: [NH2:1][C:2]1[O:6][CH:5]([C:7]2[CH:12]=[CH:11][C:10]([Cl:13])=[CH:9][CH:8]=2)[C:4](=[O:14])[C:3]=1[OH:15].C(=O)([O-])[O-].[Na+].[Na+].[C:22]1([N:28]=[C:29]=[S:30])[CH:27]=[CH:26][CH:25]=[CH:24][CH:23]=1.[Cl-].[NH4+]. (9) Given the product [CH3:19][O:20][CH2:21][CH2:22][C:23]#[C:24][C:2]1[CH:3]=[C:4]([CH2:8][CH2:9][CH2:10][NH:11][C:12](=[O:18])[O:13][C:14]([CH3:17])([CH3:16])[CH3:15])[CH:5]=[CH:6][CH:7]=1, predict the reactants needed to synthesize it. The reactants are: Br[C:2]1[CH:3]=[C:4]([CH2:8][CH2:9][CH2:10][NH:11][C:12](=[O:18])[O:13][C:14]([CH3:17])([CH3:16])[CH3:15])[CH:5]=[CH:6][CH:7]=1.[CH3:19][O:20][CH2:21][CH2:22][C:23]#[CH:24]. (10) Given the product [OH:1][CH2:2][CH2:3][O:17][C:18]1[CH:19]=[C:20]([CH:23]=[CH:24][C:25]=1[O:26][CH3:27])[CH:21]=[O:22], predict the reactants needed to synthesize it. The reactants are: [OH:1][C:2]1C(OCCC)=CC(C=O)=C[C:3]=1[N+]([O-])=O.[OH:17][C:18]1[CH:19]=[C:20]([CH:23]=[CH:24][C:25]=1[O:26][CH3:27])[CH:21]=[O:22].BrCCO.